The task is: Predict the reactants needed to synthesize the given product.. This data is from Full USPTO retrosynthesis dataset with 1.9M reactions from patents (1976-2016). (1) Given the product [CH2:37]([NH:1][C:2]1[CH:3]=[CH:4][C:5]2[O:9][C:8]([CH:10]([NH:17][C:18]3[CH:23]=[CH:22][C:21]([C:24]([N:26]([CH3:34])[CH2:27][CH2:28][C:29]([O:31][CH2:32][CH3:33])=[O:30])=[O:25])=[CH:20][CH:19]=3)[CH:11]3[CH2:12][CH2:13][CH2:14][CH2:15][CH2:16]3)=[C:7]([CH3:35])[C:6]=2[CH:36]=1)[C:38]1[CH:43]=[CH:42][CH:41]=[CH:40][CH:39]=1, predict the reactants needed to synthesize it. The reactants are: [NH2:1][C:2]1[CH:3]=[CH:4][C:5]2[O:9][C:8]([CH:10]([NH:17][C:18]3[CH:23]=[CH:22][C:21]([C:24]([N:26]([CH3:34])[CH2:27][CH2:28][C:29]([O:31][CH2:32][CH3:33])=[O:30])=[O:25])=[CH:20][CH:19]=3)[CH:11]3[CH2:16][CH2:15][CH2:14][CH2:13][CH2:12]3)=[C:7]([CH3:35])[C:6]=2[CH:36]=1.[CH:37](=O)[C:38]1[CH:43]=[CH:42][CH:41]=[CH:40][CH:39]=1.C([BH3-])#N.[Na+].C(=O)([O-])O.[Na+]. (2) Given the product [OH:23][C@@:16]1([C:15]#[C:14][C:10]2[CH:9]=[C:8]([C:6]3[N:5]=[C:4]([C:24]([O:26][CH2:27][CH3:28])=[O:25])[CH:3]=[C:2]([C:34]4[CH:39]=[N:38][CH:37]=[CH:36][N:35]=4)[CH:7]=3)[CH:13]=[CH:12][CH:11]=2)[CH2:20][CH2:19][N:18]([CH3:21])[C:17]1=[O:22], predict the reactants needed to synthesize it. The reactants are: Cl[C:2]1[CH:7]=[C:6]([C:8]2[CH:13]=[CH:12][CH:11]=[C:10]([C:14]#[C:15][C@:16]3([OH:23])[CH2:20][CH2:19][N:18]([CH3:21])[C:17]3=[O:22])[CH:9]=2)[N:5]=[C:4]([C:24]([O:26][CH2:27][CH3:28])=[O:25])[CH:3]=1.C([Sn](CCCC)(CCCC)[C:34]1[CH:39]=[N:38][CH:37]=[CH:36][N:35]=1)CCC.COC1C=CC=C(OC)C=1C1C=CC=CC=1P(C1CCCCC1)C1CCCCC1. (3) Given the product [CH3:30][C:27]1[N:26]=[CH:25][C:24]([C@H:20]([NH:19][C:2]2[C:3]3[CH2:11][N:10]([C:12]4[CH:17]=[CH:16][C:15]([CH3:18])=[CH:14][N:13]=4)[CH2:9][CH2:8][C:4]=3[N:5]=[CH:6][N:7]=2)[CH2:21][CH2:22][OH:23])=[CH:29][CH:28]=1, predict the reactants needed to synthesize it. The reactants are: Cl[C:2]1[C:3]2[CH2:11][N:10]([C:12]3[CH:17]=[CH:16][C:15]([CH3:18])=[CH:14][N:13]=3)[CH2:9][CH2:8][C:4]=2[N:5]=[CH:6][N:7]=1.[NH2:19][C@@H:20]([C:24]1[CH:25]=[N:26][C:27]([CH3:30])=[CH:28][CH:29]=1)[CH2:21][CH2:22][OH:23].C(N(CC)C(C)C)(C)C.